This data is from Forward reaction prediction with 1.9M reactions from USPTO patents (1976-2016). The task is: Predict the product of the given reaction. (1) The product is: [Cl:5][C:6]1[CH:11]=[CH:10][C:9]([S:12]([NH:4][O:2][CH3:3])(=[O:14])=[O:13])=[CH:8][C:7]=1[N+:16]([O-:18])=[O:17]. Given the reactants Cl.[O:2]([NH2:4])[CH3:3].[Cl:5][C:6]1[CH:11]=[CH:10][C:9]([S:12](Cl)(=[O:14])=[O:13])=[CH:8][C:7]=1[N+:16]([O-:18])=[O:17].O, predict the reaction product. (2) The product is: [F:31][C:2]([F:30])([F:1])[CH2:3][NH:4][C:5]([C:7]1([CH2:20][CH2:21][CH2:22][CH2:23][N:24]2[CH2:25][CH2:26][N:27]([C:39](=[O:40])[CH2:38][C:35]3[CH:36]=[CH:37][N:32]=[CH:33][CH:34]=3)[CH2:28][CH2:29]2)[C:8]2[CH:9]=[CH:10][CH:11]=[CH:12][C:13]=2[C:14]2[C:19]1=[CH:18][CH:17]=[CH:16][CH:15]=2)=[O:6]. Given the reactants [F:1][C:2]([F:31])([F:30])[CH2:3][NH:4][C:5]([C:7]1([CH2:20][CH2:21][CH2:22][CH2:23][N:24]2[CH2:29][CH2:28][NH:27][CH2:26][CH2:25]2)[C:19]2[CH:18]=[CH:17][CH:16]=[CH:15][C:14]=2[C:13]2[C:8]1=[CH:9][CH:10]=[CH:11][CH:12]=2)=[O:6].[N:32]1[CH:37]=[CH:36][C:35]([CH2:38][C:39](O)=[O:40])=[CH:34][CH:33]=1, predict the reaction product.